From a dataset of Catalyst prediction with 721,799 reactions and 888 catalyst types from USPTO. Predict which catalyst facilitates the given reaction. (1) Reactant: [CH2:1]([C:3]1[CH:4]=[C:5]([CH:44]=[CH:45][C:46]=1[CH2:47][CH3:48])[CH2:6][C@@H:7]([NH:23][C:24]([N:26]1[CH2:31][CH2:30][CH:29]([N:32]2[CH2:38][CH2:37][C:36]3[CH:39]=[CH:40][CH:41]=[CH:42][C:35]=3[NH:34][C:33]2=[O:43])[CH2:28][CH2:27]1)=[O:25])[C:8]([N:10]1[CH2:15][CH2:14][N:13]([CH:16]2[CH2:21][CH2:20][N:19]([CH3:22])[CH2:18][CH2:17]2)[CH2:12][CH2:11]1)=[O:9])[CH3:2].O.[CH:50]1[C:59]2[C:54](=[CH:55][CH:56]=[CH:57][CH:58]=2)[CH:53]=[CH:52][C:51]=1[S:60]([OH:63])(=[O:62])=[O:61]. Product: [CH2:1]([C:3]1[CH:4]=[C:5]([CH:44]=[CH:45][C:46]=1[CH2:47][CH3:48])[CH2:6][C@@H:7]([NH:23][C:24]([N:26]1[CH2:31][CH2:30][CH:29]([N:32]2[CH2:38][CH2:37][C:36]3[CH:39]=[CH:40][CH:41]=[CH:42][C:35]=3[NH:34][C:33]2=[O:43])[CH2:28][CH2:27]1)=[O:25])[C:8]([N:10]1[CH2:11][CH2:12][N:13]([CH:16]2[CH2:17][CH2:18][N:19]([CH3:22])[CH2:20][CH2:21]2)[CH2:14][CH2:15]1)=[O:9])[CH3:2].[CH:50]1[C:59]2[C:54](=[CH:55][CH:56]=[CH:57][CH:58]=2)[CH:53]=[CH:52][C:51]=1[S:60]([O-:63])(=[O:62])=[O:61]. The catalyst class is: 32. (2) Reactant: CN(C)C=O.CS([O:10][CH2:11][CH2:12][C:13]([CH3:17])=[C:14]([F:16])[F:15])(=O)=O.[CH3:18][C:19]1[N:20]=[C:21]([C:27]2[CH:32]=[CH:31][CH:30]=[CH:29][CH:28]=2)[S:22][C:23]=1[C:24](O)=[O:25].C(=O)([O-])O.[Na+]. Product: [CH3:18][C:19]1[N:20]=[C:21]([C:27]2[CH:32]=[CH:31][CH:30]=[CH:29][CH:28]=2)[S:22][C:23]=1[C:24]([O:10][CH2:11][CH2:12][C:13]([CH3:17])=[C:14]([F:15])[F:16])=[O:25]. The catalyst class is: 6. (3) Reactant: [OH:1][C:2]1[CH:7]=[CH:6][C:5]([CH2:8][CH2:9][CH2:10][C:11]([O:13]C)=O)=[CH:4][CH:3]=1.O.[NH2:16][NH2:17]. Product: [OH:1][C:2]1[CH:7]=[CH:6][C:5]([CH2:8][CH2:9][CH2:10][C:11]([NH:16][NH2:17])=[O:13])=[CH:4][CH:3]=1. The catalyst class is: 5. (4) Reactant: [C:1]1([Mg]Br)[CH:6]=[CH:5][CH:4]=[CH:3][CH:2]=1.[CH:9]1([C:16]#N)[CH2:15][CH2:14][CH2:13][CH2:12][CH2:11][CH2:10]1.Cl.S(=O)(=O)(O)[OH:20]. Product: [CH:9]1([C:16]([C:1]2[CH:6]=[CH:5][CH:4]=[CH:3][CH:2]=2)=[O:20])[CH2:15][CH2:14][CH2:13][CH2:12][CH2:11][CH2:10]1. The catalyst class is: 27.